The task is: Predict the product of the given reaction.. This data is from Forward reaction prediction with 1.9M reactions from USPTO patents (1976-2016). (1) Given the reactants [CH3:1][NH:2][C:3]1[CH:7]=[C:6]([C:8]2[CH:13]=[CH:12][N:11]=[CH:10][CH:9]=2)[S:5][C:4]=1[C:14]([NH2:16])=[O:15].[CH3:17][CH2:18][C:19](=O)[CH2:20][CH3:21].O.C1(C)C=CC(S(O)(=O)=O)=CC=1.C(=O)([O-])O.[Na+], predict the reaction product. The product is: [CH2:18]([C:19]1([CH2:20][CH3:21])[N:2]([CH3:1])[C:3]2[CH:7]=[C:6]([C:8]3[CH:13]=[CH:12][N:11]=[CH:10][CH:9]=3)[S:5][C:4]=2[C:14](=[O:15])[NH:16]1)[CH3:17]. (2) Given the reactants [C:1]([C:4]1[C:34](=[O:35])[C@@:8]2([CH3:36])[C:9]3[C:15]([OH:16])=[CH:14][C:13]([O:17][CH3:18])=[C:12]([C:19]([NH:21][CH2:22][C:23]4[C:32]5[C:27](=[CH:28][CH:29]=[CH:30][CH:31]=5)[CH:26]=[CH:25][C:24]=4[CH3:33])=[O:20])[C:10]=3[O:11][C:7]2=[CH:6][C:5]=1[OH:37])(=O)[CH3:2].Cl.[CH2:39]([O:41][NH2:42])[CH3:40].C(=O)(O)[O-].[Na+], predict the reaction product. The product is: [CH2:39]([O:41]/[N:42]=[C:1](/[C:4]1[C:34](=[O:35])[C@@:8]2([CH3:36])[C:9]3[C:15]([OH:16])=[CH:14][C:13]([O:17][CH3:18])=[C:12]([C:19]([NH:21][CH2:22][C:23]4[C:32]5[C:27](=[CH:28][CH:29]=[CH:30][CH:31]=5)[CH:26]=[CH:25][C:24]=4[CH3:33])=[O:20])[C:10]=3[O:11][C:7]2=[CH:6][C:5]=1[OH:37])\[CH3:2])[CH3:40].